Dataset: Catalyst prediction with 721,799 reactions and 888 catalyst types from USPTO. Task: Predict which catalyst facilitates the given reaction. (1) Reactant: [OH:1][CH:2]1[CH2:6][N:5]([C:7]2[CH:12]=[CH:11][C:10]([N+:13]([O-:15])=[O:14])=[CH:9][CH:8]=2)[CH:4]([C:16](O)=[O:17])[CH2:3]1.CO. Product: [OH:17][CH2:16][CH:4]1[N:5]([C:7]2[CH:8]=[CH:9][C:10]([N+:13]([O-:15])=[O:14])=[CH:11][CH:12]=2)[CH2:6][CH:2]([OH:1])[CH2:3]1. The catalyst class is: 1. (2) Reactant: Cl.Cl.[P:3]([OH:47])([OH:46])([O:5][CH2:6][CH2:7][N:8]([CH2:12][CH2:13][CH2:14][O:15][C:16]1[CH:25]=[C:24]2[C:19]([C:20]([NH:26][C:27]3[CH:31]=[C:30]([CH2:32][C:33]([NH:35][C:36]4[CH:41]=[CH:40][CH:39]=[C:38]([F:42])[C:37]=4[F:43])=[O:34])[NH:29][N:28]=3)=[N:21][CH:22]=[N:23]2)=[CH:18][C:17]=1[O:44][CH3:45])[CH2:9][CH2:10][CH3:11])=[O:4].C1CC2OC2CC1. Product: [P:3]([OH:47])([OH:46])([O:5][CH2:6][CH2:7][N:8]([CH2:12][CH2:13][CH2:14][O:15][C:16]1[CH:25]=[C:24]2[C:19]([C:20]([NH:26][C:27]3[CH:31]=[C:30]([CH2:32][C:33]([NH:35][C:36]4[CH:41]=[CH:40][CH:39]=[C:38]([F:42])[C:37]=4[F:43])=[O:34])[NH:29][N:28]=3)=[N:21][CH:22]=[N:23]2)=[CH:18][C:17]=1[O:44][CH3:45])[CH2:9][CH2:10][CH3:11])=[O:4]. The catalyst class is: 5. (3) Reactant: [CH3:1][C:2]1[CH:3]=[C:4]([CH3:25])[CH:5]=[C:6]([NH:8][C:9]([CH2:11][C:12]2[CH:13]=[CH:14][C:15]([O:18][C:19]([C:22](O)=[O:23])([CH3:21])[CH3:20])=[CH:16][CH:17]=2)=[O:10])[CH:7]=1.Cl.C[O:28][C:29](=[O:33])[C@H:30]([CH3:32])[NH2:31].O.ON1C2C=CC=CC=2N=N1.CN1CCOCC1.Cl.CN(C)CCCN=C=NCC.CC1C=C(C=C(C)C=1)NC(CC1C=CC(OC(C)(CC)C(O)=O)=CC=1)=O. Product: [CH3:25][C:4]1[CH:5]=[C:6]([NH:8][C:9]([CH2:11][C:12]2[CH:17]=[CH:16][C:15]([O:18][C:19]([CH3:20])([CH3:21])[C:22]([NH:31][CH:30]([CH3:32])[C:29]([OH:28])=[O:33])=[O:23])=[CH:14][CH:13]=2)=[O:10])[CH:7]=[C:2]([CH3:1])[CH:3]=1. The catalyst class is: 9. (4) Reactant: [F:1][C:2]([F:13])([F:12])[C:3]1[CH:11]=[CH:10][CH:9]=[C:8]2[C:4]=1[CH:5]=[CH:6][NH:7]2.[C:14]1([S:20](Cl)(=[O:22])=[O:21])[CH:19]=[CH:18][CH:17]=[CH:16][CH:15]=1.[OH-].[Na+].O. Product: [C:14]1([S:20]([N:7]2[C:8]3[C:4](=[C:3]([C:2]([F:1])([F:12])[F:13])[CH:11]=[CH:10][CH:9]=3)[CH:5]=[CH:6]2)(=[O:22])=[O:21])[CH:19]=[CH:18][CH:17]=[CH:16][CH:15]=1. The catalyst class is: 596. (5) The catalyst class is: 108. Reactant: Br[C:2]1[N:6]([CH3:7])[N:5]=[C:4]([CH3:8])[C:3]=1[O:9][C:10]1[CH:15]=[CH:14][C:13]([F:16])=[CH:12][C:11]=1[Cl:17].[F:18][C:19]1[CH:24]=[C:23]([F:25])[CH:22]=[CH:21][C:20]=1B(O)O.C(=O)([O-])[O-].[K+].[K+]. Product: [Cl:17][C:11]1[CH:12]=[C:13]([F:16])[CH:14]=[CH:15][C:10]=1[O:9][C:3]1[C:4]([CH3:8])=[N:5][N:6]([CH3:7])[C:2]=1[C:22]1[CH:21]=[CH:20][C:19]([F:18])=[CH:24][C:23]=1[F:25]. (6) Product: [CH3:40][O:41][NH:42][C:4]([C:6]1[C:7](=[O:38])[C:8]2[CH:13]=[N:12][C:11]([NH:14][C:15]3[CH:20]=[CH:19][CH:18]=[C:17]([N:21]4[CH2:26][CH2:25][NH:24][CH2:23][CH2:22]4)[CH:16]=3)=[N:10][C:9]=2[N:27]([C:29]2[CH:30]=[C:31]3[C:35](=[CH:36][CH:37]=2)[CH2:34][CH2:33][CH2:32]3)[CH:28]=1)=[O:5]. The catalyst class is: 24. Reactant: C(O[C:4]([C:6]1[C:7](=[O:38])[C:8]2[CH:13]=[N:12][C:11]([NH:14][C:15]3[CH:20]=[CH:19][CH:18]=[C:17]([N:21]4[CH2:26][CH2:25][NH:24][CH2:23][CH2:22]4)[CH:16]=3)=[N:10][C:9]=2[N:27]([C:29]2[CH:30]=[C:31]3[C:35](=[CH:36][CH:37]=2)[CH2:34][CH2:33][CH2:32]3)[CH:28]=1)=[O:5])C.Cl.[CH3:40][O:41][NH2:42].C(N(CC)CC)C.C(O)(C(F)(F)F)=O.